Task: Predict which catalyst facilitates the given reaction.. Dataset: Catalyst prediction with 721,799 reactions and 888 catalyst types from USPTO (1) Reactant: [O:1]1[CH:5]=[CH:4][C:3]([C:6]([NH:8][C:9]2[CH:10]=[CH:11][C:12]([CH3:24])=[C:13]([C:15]3[CH:20]=[CH:19][C:18]([C:21]([OH:23])=O)=[CH:17][CH:16]=3)[CH:14]=2)=[O:7])=[CH:2]1.[OH:25][CH2:26][CH2:27][CH2:28][NH2:29].CN(C(ON1N=NC2C=CC=NC1=2)=[N+](C)C)C.F[P-](F)(F)(F)(F)F.C1C=CC2N(O)N=NC=2C=1.CCN(C(C)C)C(C)C. Product: [OH:25][CH2:26][CH2:27][CH2:28][NH:29][C:21]([C:18]1[CH:17]=[CH:16][C:15]([C:13]2[C:12]([CH3:24])=[CH:11][CH:10]=[C:9]([NH:8][C:6]([C:3]3[CH:4]=[CH:5][O:1][CH:2]=3)=[O:7])[CH:14]=2)=[CH:20][CH:19]=1)=[O:23]. The catalyst class is: 39. (2) Reactant: [CH3:1][O:2][CH2:3][CH2:4][N:5]1[CH2:15][CH:14]2[CH2:16][CH:7]([C:8]3[C:13]2=[CH:12][C:11]([NH2:17])=[CH:10][CH:9]=3)[CH2:6]1.Cl[C:19]1[N:24]=[C:23]([NH:25][C:26]2[CH:35]=[CH:34][CH:33]=[CH:32][C:27]=2[C:28]([NH:30][CH3:31])=[O:29])[C:22]([Cl:36])=[CH:21][N:20]=1.Cl.O1CCOCC1.[Na]. Product: [Cl:36][C:22]1[C:23]([NH:25][C:26]2[CH:35]=[CH:34][CH:33]=[CH:32][C:27]=2[C:28]([NH:30][CH3:31])=[O:29])=[N:24][C:19]([NH:17][C:11]2[CH:12]=[C:13]3[C:8](=[CH:9][CH:10]=2)[CH:7]2[CH2:16][CH:14]3[CH2:15][N:5]([CH2:4][CH2:3][O:2][CH3:1])[CH2:6]2)=[N:20][CH:21]=1. The catalyst class is: 6. (3) Reactant: [CH2:1]([O:3][C:4](=[O:17])/[CH:5]=[CH:6]/[O:7][C:8]1[CH:13]=[CH:12][CH:11]=[C:10]([CH:14]([CH3:16])[CH3:15])[CH:9]=1)[CH3:2].[CH2:18]([N:25]([Si](C)(C)C)[CH2:26]OC)[C:19]1[CH:24]=[CH:23][CH:22]=[CH:21][CH:20]=1.F[C:34](F)(F)C(O)=O. Product: [CH2:1]([O:3][C:4]([C@H:5]1[C@@H:6]([O:7][C:8]2[CH:13]=[CH:12][CH:11]=[C:10]([CH:14]([CH3:16])[CH3:15])[CH:9]=2)[CH2:26][N:25]([CH2:18][C:19]2[CH:24]=[CH:23][CH:22]=[CH:21][CH:20]=2)[CH2:34]1)=[O:17])[CH3:2]. The catalyst class is: 11. (4) Reactant: Br[C:2]1[N:7]=[CH:6][C:5]([CH2:8][N:9]2[C:18]3[CH:17]=[CH:16][CH:15]=[CH:14][C:13]=3[C:12]3=[N:19][N:20]([C:23]4[CH:28]=[CH:27][CH:26]=[CH:25][C:24]=4[CH3:29])[C:21](=[O:22])[C:11]3=[N:10]2)=[CH:4][CH:3]=1.[NH:30]1[CH2:35][CH2:34][O:33][CH2:32][CH2:31]1.C(=O)([O-])[O-].[K+].[K+].O. Product: [CH3:29][C:24]1[CH:25]=[CH:26][CH:27]=[CH:28][C:23]=1[N:20]1[C:21](=[O:22])[C:11]2=[N:10][N:9]([CH2:8][C:5]3[CH:6]=[N:7][C:2]([N:30]4[CH2:35][CH2:34][O:33][CH2:32][CH2:31]4)=[CH:3][CH:4]=3)[C:18]3[CH:17]=[CH:16][CH:15]=[CH:14][C:13]=3[C:12]2=[N:19]1. The catalyst class is: 16. (5) Reactant: [CH3:1][O:2][CH2:3][CH2:4][N:5]1[CH:9]=[CH:8][C:7]([NH2:10])=[N:6]1.N1C(C)=CC=CC=1C.[CH:19]1([CH2:24][C@H:25]([C:29]2[CH:34]=[CH:33][C:32]([Cl:35])=[C:31]([Cl:36])[CH:30]=2)[C:26](Cl)=[O:27])[CH2:23][CH2:22][CH2:21][CH2:20]1. Product: [CH:19]1([CH2:24][C@H:25]([C:29]2[CH:34]=[CH:33][C:32]([Cl:35])=[C:31]([Cl:36])[CH:30]=2)[C:26]([NH:10][C:7]2[CH:8]=[CH:9][N:5]([CH2:4][CH2:3][O:2][CH3:1])[N:6]=2)=[O:27])[CH2:23][CH2:22][CH2:21][CH2:20]1. The catalyst class is: 2. (6) Reactant: [CH3:1][O:2][C:3](=[O:45])[NH:4][CH:5]([C:19](=[O:44])[NH:20][CH2:21][CH2:22][CH2:23][CH2:24][CH:25]([N:28]([S:33]([C:36]1[CH:41]=[CH:40][C:39]([NH2:42])=[C:38]([F:43])[CH:37]=1)(=[O:35])=[O:34])[CH2:29][CH:30]([CH3:32])[CH3:31])[CH2:26][OH:27])[CH:6]([C:13]1[CH:18]=[CH:17][CH:16]=[CH:15][CH:14]=1)[C:7]1[CH:12]=[CH:11][CH:10]=[CH:9][CH:8]=1.COC(=O)N[C@H](C(=O)NCCCC[C@H:70](N(S(C1C=CC(N)=CC=1)(=O)=O)CC(C)C)[CH2:71][O:72][P:73]([OH:76])([OH:75])=O)C(C1C=CC=CC=1)C1C=CC=CC=1.[B-](F)(F)(F)F.[B-](F)(F)(F)F.[CH2:104]1[N+]2(CCl)CC[N+](F)(CC2)[CH2:105]1. Product: [CH3:1][O:2][C:3](=[O:45])[NH:4][C@H:5]([C:19](=[O:44])[NH:20][CH2:21][CH2:22][CH2:23][CH2:24][C@H:25]([N:28]([S:33]([C:36]1[CH:41]=[CH:40][C:39]([NH2:42])=[C:38]([F:43])[CH:37]=1)(=[O:34])=[O:35])[CH2:29][CH:30]([CH3:32])[CH3:31])[CH2:26][O:27][P:73]([O:72][CH2:71][CH3:70])([O:75][CH2:104][CH3:105])=[O:76])[CH:6]([C:7]1[CH:8]=[CH:9][CH:10]=[CH:11][CH:12]=1)[C:13]1[CH:18]=[CH:17][CH:16]=[CH:15][CH:14]=1. The catalyst class is: 23.